Dataset: Full USPTO retrosynthesis dataset with 1.9M reactions from patents (1976-2016). Task: Predict the reactants needed to synthesize the given product. (1) The reactants are: Br[C:2]1[CH:10]=[CH:9][CH:8]=[C:7]2[C:3]=1[CH:4]=[CH:5][N:6]2[S:11]([C:14]1[CH:19]=[CH:18][CH:17]=[CH:16][C:15]=1[CH3:20])(=[O:13])=[O:12].[CH2:21]([Sn](CCCC)(CCCC)C=C)[CH2:22]CC. Given the product [CH3:20][C:15]1[CH:16]=[CH:17][CH:18]=[CH:19][C:14]=1[S:11]([N:6]1[C:7]2[C:3](=[C:2]([CH:21]=[CH2:22])[CH:10]=[CH:9][CH:8]=2)[CH:4]=[CH:5]1)(=[O:13])=[O:12], predict the reactants needed to synthesize it. (2) Given the product [Cl:1][C:2]1[CH:7]=[CH:6][CH:5]=[C:4]([Cl:8])[C:3]=1[C:9]1[S:24][N:12]=[C:11]([C:14]2[CH:19]=[CH:18][C:17]([N+:20]([O-:22])=[O:21])=[CH:16][CH:15]=2)[CH:10]=1, predict the reactants needed to synthesize it. The reactants are: [Cl:1][C:2]1[CH:7]=[CH:6][CH:5]=[C:4]([Cl:8])[C:3]=1[C:9]1O[N:12]=[C:11]([C:14]2[CH:19]=[CH:18][C:17]([N+:20]([O-:22])=[O:21])=[CH:16][CH:15]=2)[CH:10]=1.P12(SP3(SP(SP(S3)(S1)=S)(=S)S2)=S)=[S:24].N. (3) Given the product [CH3:1][C:2]1[CH:3]=[CH:4][C:5]([CH2:6][N:7]2[C:15]3[C:10](=[CH:11][C:12]([C:16]4[CH:17]=[CH:18][C:19]([O:22][C:23]([F:26])([F:25])[F:24])=[CH:20][CH:21]=4)=[CH:13][CH:14]=3)[C:9]([CH2:27][C:28]([OH:30])=[O:29])=[CH:8]2)=[CH:32][CH:33]=1, predict the reactants needed to synthesize it. The reactants are: [CH3:1][C:2]1[CH:33]=[CH:32][C:5]([CH2:6][N:7]2[C:15]3[C:10](=[CH:11][C:12]([C:16]4[CH:21]=[CH:20][C:19]([O:22][C:23]([F:26])([F:25])[F:24])=[CH:18][CH:17]=4)=[CH:13][CH:14]=3)[C:9]([C:27](=O)[C:28]([OH:30])=[O:29])=[CH:8]2)=[CH:4][CH:3]=1.O.NN.C[O-].[Na+]. (4) Given the product [CH:6]1([CH2:5][CH:4]([N:11]2[C:19]3[C:14](=[CH:15][C:16]([O:20][CH3:21])=[CH:17][CH:18]=3)[C:13](=[O:22])[C:12]2=[O:23])[C:3]([OH:24])=[O:2])[CH2:10][CH2:9][CH2:8][CH2:7]1, predict the reactants needed to synthesize it. The reactants are: C[O:2][C:3](=[O:24])[CH:4]([N:11]1[C:19]2[C:14](=[CH:15][C:16]([O:20][CH3:21])=[CH:17][CH:18]=2)[C:13](=[O:22])[C:12]1=[O:23])[CH2:5][CH:6]1[CH2:10][CH2:9][CH2:8][CH2:7]1.O.[OH-].[Li+].